This data is from Forward reaction prediction with 1.9M reactions from USPTO patents (1976-2016). The task is: Predict the product of the given reaction. Given the reactants [Br:1][C:2]1[C:3]([C:9]([F:12])([F:11])[F:10])=[CH:4][C:5]([NH2:8])=[N:6][CH:7]=1.[C:13](OCC)(=[O:15])[CH3:14].C(OC(=O)C)(=O)C, predict the reaction product. The product is: [Br:1][C:2]1[C:3]([C:9]([F:12])([F:10])[F:11])=[CH:4][C:5]([NH:8][C:13](=[O:15])[CH3:14])=[N:6][CH:7]=1.